This data is from NCI-60 drug combinations with 297,098 pairs across 59 cell lines. The task is: Regression. Given two drug SMILES strings and cell line genomic features, predict the synergy score measuring deviation from expected non-interaction effect. (1) Drug 1: CC(CN1CC(=O)NC(=O)C1)N2CC(=O)NC(=O)C2. Drug 2: C1CCC(CC1)NC(=O)N(CCCl)N=O. Cell line: RXF 393. Synergy scores: CSS=28.7, Synergy_ZIP=-1.50, Synergy_Bliss=4.78, Synergy_Loewe=5.98, Synergy_HSA=7.58. (2) Drug 1: CC12CCC(CC1=CCC3C2CCC4(C3CC=C4C5=CN=CC=C5)C)O. Drug 2: C1=NC(=NC(=O)N1C2C(C(C(O2)CO)O)O)N. Cell line: KM12. Synergy scores: CSS=12.9, Synergy_ZIP=0.394, Synergy_Bliss=3.00, Synergy_Loewe=-3.23, Synergy_HSA=-1.19. (3) Drug 1: CC12CCC3C(C1CCC2O)C(CC4=C3C=CC(=C4)O)CCCCCCCCCS(=O)CCCC(C(F)(F)F)(F)F. Drug 2: C1C(C(OC1N2C=NC3=C2NC=NCC3O)CO)O. Cell line: SK-OV-3. Synergy scores: CSS=-2.92, Synergy_ZIP=-1.03, Synergy_Bliss=-2.75, Synergy_Loewe=-6.20, Synergy_HSA=-5.37. (4) Drug 1: C1=C(C(=O)NC(=O)N1)N(CCCl)CCCl. Drug 2: CC(C)NC(=O)C1=CC=C(C=C1)CNNC.Cl. Cell line: NCIH23. Synergy scores: CSS=32.3, Synergy_ZIP=1.76, Synergy_Bliss=3.61, Synergy_Loewe=-5.51, Synergy_HSA=3.27. (5) Drug 1: CN(C)C1=NC(=NC(=N1)N(C)C)N(C)C. Drug 2: CCC1(CC2CC(C3=C(CCN(C2)C1)C4=CC=CC=C4N3)(C5=C(C=C6C(=C5)C78CCN9C7C(C=CC9)(C(C(C8N6C=O)(C(=O)OC)O)OC(=O)C)CC)OC)C(=O)OC)O.OS(=O)(=O)O. Cell line: CCRF-CEM. Synergy scores: CSS=4.31, Synergy_ZIP=2.89, Synergy_Bliss=1.38, Synergy_Loewe=-45.7, Synergy_HSA=-3.21. (6) Drug 1: C1=C(C(=O)NC(=O)N1)F. Drug 2: B(C(CC(C)C)NC(=O)C(CC1=CC=CC=C1)NC(=O)C2=NC=CN=C2)(O)O. Cell line: A498. Synergy scores: CSS=40.2, Synergy_ZIP=-9.50, Synergy_Bliss=-17.9, Synergy_Loewe=-14.6, Synergy_HSA=-14.6. (7) Drug 1: C1=CC(=CC=C1C#N)C(C2=CC=C(C=C2)C#N)N3C=NC=N3. Drug 2: CC1C(C(CC(O1)OC2CC(OC(C2O)C)OC3=CC4=CC5=C(C(=O)C(C(C5)C(C(=O)C(C(C)O)O)OC)OC6CC(C(C(O6)C)O)OC7CC(C(C(O7)C)O)OC8CC(C(C(O8)C)O)(C)O)C(=C4C(=C3C)O)O)O)O. Cell line: COLO 205. Synergy scores: CSS=46.9, Synergy_ZIP=-0.683, Synergy_Bliss=-0.137, Synergy_Loewe=0.285, Synergy_HSA=0.372. (8) Synergy scores: CSS=46.0, Synergy_ZIP=11.2, Synergy_Bliss=13.1, Synergy_Loewe=3.18, Synergy_HSA=12.7. Drug 1: CC(C1=C(C=CC(=C1Cl)F)Cl)OC2=C(N=CC(=C2)C3=CN(N=C3)C4CCNCC4)N. Drug 2: CC1=C(C(=O)C2=C(C1=O)N3CC4C(C3(C2COC(=O)N)OC)N4)N. Cell line: 786-0. (9) Drug 1: CCC1=CC2CC(C3=C(CN(C2)C1)C4=CC=CC=C4N3)(C5=C(C=C6C(=C5)C78CCN9C7C(C=CC9)(C(C(C8N6C)(C(=O)OC)O)OC(=O)C)CC)OC)C(=O)OC.C(C(C(=O)O)O)(C(=O)O)O. Drug 2: C1CNP(=O)(OC1)N(CCCl)CCCl. Cell line: A549. Synergy scores: CSS=9.25, Synergy_ZIP=-1.26, Synergy_Bliss=-2.42, Synergy_Loewe=-47.4, Synergy_HSA=-1.66.